From a dataset of Peptide-MHC class II binding affinity with 134,281 pairs from IEDB. Regression. Given a peptide amino acid sequence and an MHC pseudo amino acid sequence, predict their binding affinity value. This is MHC class II binding data. The peptide sequence is FTVQKGSDPKKLVLD. The MHC is DRB3_0101 with pseudo-sequence DRB3_0101. The binding affinity (normalized) is 0.500.